Dataset: Full USPTO retrosynthesis dataset with 1.9M reactions from patents (1976-2016). Task: Predict the reactants needed to synthesize the given product. (1) Given the product [NH:17]1[CH:21]=[C:20]([C:2]2[CH:3]=[N:4][CH:5]=[CH:6][C:7]=2[N:8]2[CH2:13][CH2:12][CH:11]([C:14]([NH2:16])=[O:15])[CH2:10][CH2:9]2)[CH:19]=[N:18]1, predict the reactants needed to synthesize it. The reactants are: Br[C:2]1[CH:3]=[N:4][CH:5]=[CH:6][C:7]=1[N:8]1[CH2:13][CH2:12][CH:11]([C:14]([NH2:16])=[O:15])[CH2:10][CH2:9]1.[NH:17]1[CH:21]=[C:20](B(O)O)[CH:19]=[N:18]1.C(=O)([O-])[O-].[Na+].[Na+]. (2) Given the product [OH:12][C:9]1[C:10]([C:17](=[O:19])[CH3:18])=[CH:11][C:2]([CH3:1])=[C:3]2[C:8]=1[N:7]=[CH:6][CH:5]=[CH:4]2, predict the reactants needed to synthesize it. The reactants are: [CH3:1][C:2]1[CH:11]=[CH:10][C:9]([OH:12])=[C:8]2[C:3]=1[CH:4]=[CH:5][CH:6]=[N:7]2.[Cl-].[Cl-].[Cl-].[Al+3].[C:17](Cl)(=[O:19])[CH3:18].Cl.[OH-].[Na+]. (3) Given the product [NH:1]([C:17]([O:19][C:20]([CH3:23])([CH3:22])[CH3:21])=[O:18])[C@H:2]([C:14]([OH:16])=[O:15])[CH2:3][CH2:4][CH2:5][CH2:6][NH:7][C:8](=[NH:9])[NH2:13], predict the reactants needed to synthesize it. The reactants are: [NH:1]([C:17]([O:19][C:20]([CH3:23])([CH3:22])[CH3:21])=[O:18])[C@H:2]([C:14]([OH:16])=[O:15])[CH2:3][CH2:4][CH2:5][CH2:6][NH:7][C:8](=[NH:13])[NH:9][N+]([O-])=O.[H][H].Cl. (4) Given the product [Br:1][C:2]1[C:6]([C:7]2[C:12]([F:13])=[CH:11][CH:10]=[C:9]([N+:14]([O-:16])=[O:15])[C:8]=2[F:17])=[N:5][N:4]([CH3:18])[CH:3]=1, predict the reactants needed to synthesize it. The reactants are: [Br:1][C:2]1[CH:3]=[N:4][NH:5][C:6]=1[C:7]1[C:12]([F:13])=[CH:11][CH:10]=[C:9]([N+:14]([O-:16])=[O:15])[C:8]=1[F:17].[CH3:18]I. (5) Given the product [CH3:13][O:12][C:10]1[CH:9]=[C:4]([CH:3]=[C:2]([O:1][S:22]([CH3:21])(=[O:24])=[O:23])[CH:11]=1)[C:5]([O:7][CH3:8])=[O:6], predict the reactants needed to synthesize it. The reactants are: [OH:1][C:2]1[CH:3]=[C:4]([CH:9]=[C:10]([O:12][CH3:13])[CH:11]=1)[C:5]([O:7][CH3:8])=[O:6].C(N(CC)CC)C.[CH3:21][S:22](Cl)(=[O:24])=[O:23]. (6) Given the product [NH2:18][C:2]1[CH:3]=[CH:4][C:5]2[N:6]([CH2:16][CH3:17])[C:7](=[O:15])[N:8]([CH2:13][CH3:14])[C:9](=[O:12])[C:10]=2[N:11]=1, predict the reactants needed to synthesize it. The reactants are: Br[C:2]1[CH:3]=[CH:4][C:5]2[N:6]([CH2:16][CH3:17])[C:7](=[O:15])[N:8]([CH2:13][CH3:14])[C:9](=[O:12])[C:10]=2[N:11]=1.[NH3:18]. (7) Given the product [Cl:36][C:32]1[CH:31]=[C:30]([C@@H:28]([OH:29])[CH2:27][NH:8][CH2:9][CH2:10][C:11]2[CH:16]=[CH:15][C:14]([S:17]([C:20]3[CH:21]=[CH:22][C:23]([OH:26])=[CH:24][CH:25]=3)(=[O:18])=[O:19])=[CH:13][CH:12]=2)[CH:35]=[CH:34][CH:33]=1, predict the reactants needed to synthesize it. The reactants are: C([N:8]([CH2:27][C@@H:28]([C:30]1[CH:35]=[CH:34][CH:33]=[C:32]([Cl:36])[CH:31]=1)[OH:29])[CH2:9][CH2:10][C:11]1[CH:16]=[CH:15][C:14]([S:17]([C:20]2[CH:25]=[CH:24][C:23]([OH:26])=[CH:22][CH:21]=2)(=[O:19])=[O:18])=[CH:13][CH:12]=1)C1C=CC=CC=1.C(N(CC)CC)C.[H][H]. (8) Given the product [N+:20]([CH2:23][CH:1]([OH:19])[CH2:2][CH2:3][CH2:4][CH2:5][CH2:6][CH2:7][CH2:8][CH2:9][CH2:10][CH2:11][CH2:12][CH2:13][CH2:14][CH2:15][CH2:16][CH2:17][CH3:18])([O-:22])=[O:21], predict the reactants needed to synthesize it. The reactants are: [CH:1](=[O:19])[CH2:2][CH2:3][CH2:4][CH2:5][CH2:6][CH2:7][CH2:8][CH2:9][CH2:10][CH2:11][CH2:12][CH2:13][CH2:14][CH2:15][CH2:16][CH2:17][CH3:18].[N+:20]([CH3:23])([O-:22])=[O:21].